This data is from Reaction yield outcomes from USPTO patents with 853,638 reactions. The task is: Predict the reaction yield, written as a fraction of the theoretical maximum amount of product (1.0 means a 100% yield; for example, 0.34 means a 34% yield). (1) The reactants are [Br:1][C:2]1[CH:8]=[CH:7][C:5]([NH2:6])=[C:4]([CH3:9])[CH:3]=1.CCN(CC)CC.[O:17](C(OC(C)(C)C)=O)[C:18]([O:20][C:21]([CH3:24])([CH3:23])[CH3:22])=O.[NH4+].[Cl-]. The catalyst is O1CCOCC1.O.CCOC(C)=O. The product is [Br:1][C:2]1[CH:8]=[CH:7][C:5]([NH:6][C:18](=[O:17])[O:20][C:21]([CH3:24])([CH3:23])[CH3:22])=[C:4]([CH3:9])[CH:3]=1. The yield is 0.790. (2) The reactants are Cl.C([O:4][C:5](=[O:31])[C:6]1[CH:11]=[CH:10][C:9]([CH2:12][C:13]2[O:17][N:16]=[C:15]([CH2:18][O:19][C:20]3[CH:25]=[CH:24][C:23]([C:26](=[O:28])[CH3:27])=[C:22]([OH:29])[C:21]=3[Cl:30])[N:14]=2)=[CH:8][CH:7]=1)C. The catalyst is CCO. The product is [C:26]([C:23]1[CH:24]=[CH:25][C:20]([O:19][CH2:18][C:15]2[N:14]=[C:13]([CH2:12][C:9]3[CH:10]=[CH:11][C:6]([C:5]([OH:31])=[O:4])=[CH:7][CH:8]=3)[O:17][N:16]=2)=[C:21]([Cl:30])[C:22]=1[OH:29])(=[O:28])[CH3:27]. The yield is 0.330. (3) The reactants are [CH3:1][N:2]([CH3:14])[C:3]1[C:8]([C:9]([F:12])([F:11])[F:10])=[CH:7][C:6]([NH2:13])=[CH:5][N:4]=1.N1C=CC=CC=1.Cl[C:22]([O:24][C:25]1[CH:30]=[CH:29][CH:28]=[CH:27][CH:26]=1)=[O:23]. The catalyst is C(#N)C.O. The product is [CH3:1][N:2]([CH3:14])[C:3]1[N:4]=[CH:5][C:6]([NH:13][C:22](=[O:23])[O:24][C:25]2[CH:30]=[CH:29][CH:28]=[CH:27][CH:26]=2)=[CH:7][C:8]=1[C:9]([F:12])([F:11])[F:10]. The yield is 0.490.